This data is from Full USPTO retrosynthesis dataset with 1.9M reactions from patents (1976-2016). The task is: Predict the reactants needed to synthesize the given product. (1) Given the product [C:10]([NH:9][C:5]1[CH:4]=[C:3]([O:2][CH3:1])[CH:8]=[CH:7][C:6]=1/[CH:15]=[CH:14]/[C:13]([O:17][CH2:18][CH2:19][CH2:20][CH3:21])=[O:16])(=[O:12])[CH3:11], predict the reactants needed to synthesize it. The reactants are: [CH3:1][O:2][C:3]1[CH:4]=[C:5]([NH:9][C:10](=[O:12])[CH3:11])[CH:6]=[CH:7][CH:8]=1.[C:13]([O:17][CH2:18][CH2:19][CH2:20][CH3:21])(=[O:16])[CH:14]=[CH2:15].C1(=O)C=CC(=O)C=C1. (2) The reactants are: [N+:1]([C:4]1[CH:9]=[CH:8][CH:7]=[CH:6][C:5]=1[CH2:10][C:11]([OH:13])=[O:12])([O-:3])=[O:2].[CH2:14]1CCC(N=C=NC2CCCCC2)CC1.CO. Given the product [CH3:14][O:12][C:11](=[O:13])[CH2:10][C:5]1[CH:6]=[CH:7][CH:8]=[CH:9][C:4]=1[N+:1]([O-:3])=[O:2], predict the reactants needed to synthesize it. (3) Given the product [CH3:29][O:28][N:27]([CH3:26])[C:10]([CH2:9][NH:8][C:6](=[O:7])[O:5][C:1]([CH3:2])([CH3:3])[CH3:4])=[O:12], predict the reactants needed to synthesize it. The reactants are: [C:1]([O:5][C:6]([NH:8][CH2:9][C:10]([OH:12])=O)=[O:7])([CH3:4])([CH3:3])[CH3:2].C1N=CN(C(N2C=NC=C2)=O)C=1.Cl.[CH3:26][NH:27][O:28][CH3:29].CCOC(C)=O. (4) Given the product [C:12]([C:9]1[CH:10]=[C:11]2[C:6](=[CH:7][C:8]=1[O:14][CH2:15][CH2:16][N:17]1[CH:21]=[CH:20][N:19]=[N:18]1)[N:5]=[CH:4][CH:3]=[C:2]2[NH:22][C:23]1[CH:24]=[C:25]2[C:29](=[CH:30][CH:31]=1)[NH:28][CH:27]=[CH:26]2)#[N:13], predict the reactants needed to synthesize it. The reactants are: Cl[C:2]1[C:11]2[C:6](=[CH:7][C:8]([O:14][CH2:15][CH2:16][N:17]3[CH:21]=[CH:20][N:19]=[N:18]3)=[C:9]([C:12]#[N:13])[CH:10]=2)[N:5]=[CH:4][CH:3]=1.[NH2:22][C:23]1[CH:24]=[C:25]2[C:29](=[CH:30][CH:31]=1)[NH:28][CH:27]=[CH:26]2. (5) Given the product [C:1]([C:18]1[CH:17]=[CH:16][C:15]2[O:10][CH2:11][C:12](=[O:20])[NH:13][C:14]=2[CH:19]=1)(=[O:8])[C:2]1[CH:7]=[CH:6][CH:5]=[CH:4][CH:3]=1, predict the reactants needed to synthesize it. The reactants are: [C:1](O)(=[O:8])[C:2]1[CH:7]=[CH:6][CH:5]=[CH:4][CH:3]=1.[O:10]1[C:15]2[CH:16]=[CH:17][CH:18]=[CH:19][C:14]=2[NH:13][C:12](=[O:20])[CH2:11]1.